Dataset: Full USPTO retrosynthesis dataset with 1.9M reactions from patents (1976-2016). Task: Predict the reactants needed to synthesize the given product. Given the product [C:1]([O:5][C:6]([N:8]1[CH2:12][CH2:11][CH2:10][C@@H:9]1[C:13](=[O:31])[NH:14][C:15]1[CH:16]=[C:17]([C:22]2[CH:23]=[CH:24][C:25]([C:28](=[O:29])[NH:49][C:46]3[CH:47]=[CH:48][C:43]([CH2:42][N:39]4[CH2:38][CH2:37][N:36]([S:33]([CH3:32])(=[O:35])=[O:34])[CH2:41][CH2:40]4)=[CH:44][CH:45]=3)=[CH:26][CH:27]=2)[C:18]([Cl:21])=[CH:19][CH:20]=1)=[O:7])([CH3:4])([CH3:2])[CH3:3], predict the reactants needed to synthesize it. The reactants are: [C:1]([O:5][C:6]([N:8]1[CH2:12][CH2:11][CH2:10][C@@H:9]1[C:13](=[O:31])[NH:14][C:15]1[CH:16]=[C:17]([C:22]2[CH:27]=[CH:26][C:25]([C:28](O)=[O:29])=[CH:24][CH:23]=2)[C:18]([Cl:21])=[CH:19][CH:20]=1)=[O:7])([CH3:4])([CH3:3])[CH3:2].[CH3:32][S:33]([N:36]1[CH2:41][CH2:40][N:39]([CH2:42][C:43]2[CH:48]=[CH:47][C:46]([NH2:49])=[CH:45][CH:44]=2)[CH2:38][CH2:37]1)(=[O:35])=[O:34].CN(C(ON1N=NC2C=CC=CC1=2)=[N+](C)C)C.F[P-](F)(F)(F)(F)F.CN1CCOCC1.